From a dataset of Forward reaction prediction with 1.9M reactions from USPTO patents (1976-2016). Predict the product of the given reaction. Given the reactants [Cl:1][C:2]1[CH:3]=[C:4]([NH:9][C:10]2[C:19]3[C:14](=[CH:15][CH:16]=[C:17](I)[CH:18]=3)[N:13]=[C:12]([C:21]3[CH:22]=[N:23][CH:24]=[CH:25][CH:26]=3)[N:11]=2)[CH:5]=[CH:6][C:7]=1[F:8].[O:27]1[CH2:32][CH2:31][N:30]([CH2:33][CH2:34][OH:35])[CH2:29][CH2:28]1.NC1C=CC2C(=CC=CC=2)C=1C1C2C(=CC=CC=2)C=CC=1N.C(=O)([O-])[O-].[Cs+].[Cs+], predict the reaction product. The product is: [Cl:1][C:2]1[CH:3]=[C:4]([NH:9][C:10]2[C:19]3[C:14](=[CH:15][CH:16]=[C:17]([O:35][CH2:34][CH2:33][N:30]4[CH2:31][CH2:32][O:27][CH2:28][CH2:29]4)[CH:18]=3)[N:13]=[C:12]([C:21]3[CH:22]=[N:23][CH:24]=[CH:25][CH:26]=3)[N:11]=2)[CH:5]=[CH:6][C:7]=1[F:8].